Dataset: Forward reaction prediction with 1.9M reactions from USPTO patents (1976-2016). Task: Predict the product of the given reaction. Given the reactants [F:1][C:2]1[CH:3]=[C:4]2[C:8](=[CH:9][C:10]=1[O:11][CH3:12])[NH:7][C:6]([C:13]1[CH:14]=[N:15][CH:16]=[CH:17][CH:18]=1)=[C:5]2[CH:19](O)[C:20]1[N:25]=[C:24]([C:26]([O:28][CH2:29][CH3:30])=[O:27])[CH:23]=[CH:22][CH:21]=1.C([SiH](CC)CC)C.FC(F)(F)C(O)=O.C(=O)([O-])O.[Na+], predict the reaction product. The product is: [F:1][C:2]1[CH:3]=[C:4]2[C:8](=[CH:9][C:10]=1[O:11][CH3:12])[NH:7][C:6]([C:13]1[CH:14]=[N:15][CH:16]=[CH:17][CH:18]=1)=[C:5]2[CH2:19][C:20]1[N:25]=[C:24]([C:26]([O:28][CH2:29][CH3:30])=[O:27])[CH:23]=[CH:22][CH:21]=1.